This data is from Peptide-MHC class II binding affinity with 134,281 pairs from IEDB. The task is: Regression. Given a peptide amino acid sequence and an MHC pseudo amino acid sequence, predict their binding affinity value. This is MHC class II binding data. (1) The peptide sequence is ILQLLKDFLELLRYL. The MHC is HLA-DQA10201-DQB10202 with pseudo-sequence HLA-DQA10201-DQB10202. The binding affinity (normalized) is 0.118. (2) The peptide sequence is TISSYFVGKMYFNLIDTK. The MHC is DRB5_0101 with pseudo-sequence DRB5_0101. The binding affinity (normalized) is 0.473. (3) The peptide sequence is AASGAATVAAGGYKV. The MHC is HLA-DQA10301-DQB10302 with pseudo-sequence HLA-DQA10301-DQB10302. The binding affinity (normalized) is 0.236. (4) The peptide sequence is PQQPFPSQQQQPLI. The MHC is DRB1_1201 with pseudo-sequence DRB1_1201. The binding affinity (normalized) is 0. (5) The peptide sequence is EKKYFAATPFEPLAA. The MHC is HLA-DQA10101-DQB10501 with pseudo-sequence HLA-DQA10101-DQB10501. The binding affinity (normalized) is 0.381. (6) The binding affinity (normalized) is 0.640. The peptide sequence is FFIQSFTMSTALKRL. The MHC is DRB1_0802 with pseudo-sequence DRB1_0802. (7) The peptide sequence is GFPVRPQVPLRPMTYKGAFDL. The MHC is DRB4_0101 with pseudo-sequence DRB4_0103. The binding affinity (normalized) is 0.716. (8) The peptide sequence is ATTEEQKLIEDVNAS. The MHC is DRB1_1501 with pseudo-sequence DRB1_1501. The binding affinity (normalized) is 0.0122.